Dataset: Forward reaction prediction with 1.9M reactions from USPTO patents (1976-2016). Task: Predict the product of the given reaction. (1) Given the reactants [Cl:1][C:2]1[CH:24]=[CH:23][C:5]([C:6]([NH:8][C:9]2[CH:14]=[C:13]([C:15]([F:18])([F:17])[F:16])[CH:12]=[C:11]([C:19]([F:22])([F:21])[F:20])[CH:10]=2)=[O:7])=[C:4]([OH:25])[CH:3]=1.[N:26]1([C:32](Cl)=[O:33])[CH2:31][CH2:30][O:29][CH2:28][CH2:27]1, predict the reaction product. The product is: [Cl:1][C:2]1[CH:24]=[CH:23][C:5]([C:6]([NH:8][C:9]2[CH:14]=[C:13]([C:15]([F:18])([F:17])[F:16])[CH:12]=[C:11]([C:19]([F:20])([F:21])[F:22])[CH:10]=2)=[O:7])=[C:4]([O:25][C:32]([N:26]2[CH2:31][CH2:30][O:29][CH2:28][CH2:27]2)=[O:33])[CH:3]=1. (2) Given the reactants [OH:1][C@@:2]1([C:9]#[C:10][C:11]2[CH:12]=[C:13]([N:17]3[C:25]4[CH2:24][CH2:23][N:22]([CH:26]5[CH2:29][O:28][CH2:27]5)[CH2:21][C:20]=4[C:19]([C:30]([O:32]C)=O)=[N:18]3)[CH:14]=[CH:15][CH:16]=2)[CH2:6][CH2:5][N:4]([CH3:7])[C:3]1=[O:8].[NH3:34], predict the reaction product. The product is: [OH:1][C@@:2]1([C:9]#[C:10][C:11]2[CH:12]=[C:13]([N:17]3[C:25]4[CH2:24][CH2:23][N:22]([CH:26]5[CH2:27][O:28][CH2:29]5)[CH2:21][C:20]=4[C:19]([C:30]([NH2:34])=[O:32])=[N:18]3)[CH:14]=[CH:15][CH:16]=2)[CH2:6][CH2:5][N:4]([CH3:7])[C:3]1=[O:8]. (3) Given the reactants CO.C([O:10][C:11]1[C:12]([CH3:32])=[C:13]([CH3:31])[C:14]([N:18]([C:25]2[CH:30]=[CH:29][CH:28]=[CH:27][CH:26]=2)[C:19]2[CH:24]=[CH:23][CH:22]=[CH:21][CH:20]=2)=[N:15][C:16]=1[CH3:17])C1C=CC=CC=1, predict the reaction product. The product is: [C:19]1([N:18]([C:25]2[CH:30]=[CH:29][CH:28]=[CH:27][CH:26]=2)[C:14]2[N:15]=[C:16]([CH3:17])[C:11]([OH:10])=[C:12]([CH3:32])[C:13]=2[CH3:31])[CH:20]=[CH:21][CH:22]=[CH:23][CH:24]=1. (4) Given the reactants [OH:1][C:2]1[CH:9]=[CH:8][C:5]([CH:6]=[O:7])=[CH:4][C:3]=1[O:10][CH3:11].[I-].[Na+].C(=O)([O-])[O-].[K+].[K+].Br[CH2:21][C:22]([C:24]1[CH:29]=[C:28]([C:30]([CH3:33])([CH3:32])[CH3:31])[C:27]([OH:34])=[C:26]([C:35]([CH3:38])([CH3:37])[CH3:36])[CH:25]=1)=[O:23].Cl, predict the reaction product. The product is: [C:30]([C:28]1[CH:29]=[C:24]([C:22](=[O:23])[CH2:21][O:1][C:2]2[CH:9]=[CH:8][C:5]([CH:6]=[O:7])=[CH:4][C:3]=2[O:10][CH3:11])[CH:25]=[C:26]([C:35]([CH3:38])([CH3:37])[CH3:36])[C:27]=1[OH:34])([CH3:33])([CH3:31])[CH3:32]. (5) Given the reactants C([O:8][C:9]1[C:14]([CH3:15])=[CH:13][C:12]([C:16]2[O:20][C:19]([C:21]3[CH:26]=[C:25]([O:27][CH3:28])[N:24]=[C:23]([CH:29]4[CH2:33][CH2:32][CH2:31][CH2:30]4)[CH:22]=3)=[N:18][N:17]=2)=[CH:11][C:10]=1[CH2:34][CH3:35])C1C=CC=CC=1, predict the reaction product. The product is: [CH:29]1([C:23]2[CH:22]=[C:21]([C:19]3[O:20][C:16]([C:12]4[CH:13]=[C:14]([CH3:15])[C:9]([OH:8])=[C:10]([CH2:34][CH3:35])[CH:11]=4)=[N:17][N:18]=3)[CH:26]=[C:25]([O:27][CH3:28])[N:24]=2)[CH2:30][CH2:31][CH2:32][CH2:33]1. (6) Given the reactants [C:1]([C:4]1[CH:13]([C:14]2[CH:15]=[CH:16][CH:17]=[C:18]3[C:23]=2[O:22][C:21]([CH3:24])=[CH:20][C:19]3=[O:25])[C:12]2[C:11](=[O:26])[NH:10][CH:9]=[CH:8][C:7]=2[NH:6][C:5]=1[CH3:27])(=[O:3])[CH3:2].[CH:28]1([S:31](Cl)(=[O:33])=[O:32])[CH2:30][CH2:29]1, predict the reaction product. The product is: [CH:28]1([S:31]([O:26][C:11]2[N:10]=[CH:9][CH:8]=[C:7]3[C:12]=2[CH:13]([C:14]2[CH:15]=[CH:16][CH:17]=[C:18]4[C:23]=2[O:22][C:21]([CH3:24])=[CH:20][C:19]4=[O:25])[C:4]([C:1](=[O:3])[CH3:2])=[C:5]([CH3:27])[NH:6]3)(=[O:33])=[O:32])[CH2:30][CH2:29]1. (7) The product is: [CH:31]([NH:32][C:19](=[O:21])[C:18]1[CH:22]=[CH:23][C:15]([O:14][CH2:13][C:3]2[C:4]([C:7]3[CH:12]=[CH:11][N:10]=[CH:9][N:8]=3)=[N:5][O:6][C:2]=2[CH3:1])=[N:16][CH:17]=1)([CH3:35])[CH3:27]. Given the reactants [CH3:1][C:2]1[O:6][N:5]=[C:4]([C:7]2[CH:12]=[CH:11][N:10]=[CH:9][N:8]=2)[C:3]=1[CH2:13][O:14][C:15]1[CH:23]=[CH:22][C:18]([C:19]([OH:21])=O)=[CH:17][N:16]=1.ClC1C=[C:27]([C:31]2[C:35](COC3C=CC(C(O)=O)=CN=3)=C(C)O[N:32]=2)C=CC=1.C(N)(C)C, predict the reaction product.